The task is: Predict which catalyst facilitates the given reaction.. This data is from Catalyst prediction with 721,799 reactions and 888 catalyst types from USPTO. Reactant: [O:1]=[C:2]1[C:10]2[C:5](=[CH:6][CH:7]=[CH:8][CH:9]=2)[C:4](=[O:11])[N:3]1[CH2:12][CH2:13][C:14]1[N:18]([CH3:19])[N:17]=[C:16]([C:20]([NH2:22])=O)[CH:15]=1.N1C=CC=CC=1.FC(F)(F)C(OC(=O)C(F)(F)F)=O. Product: [O:11]=[C:4]1[C:5]2[C:10](=[CH:9][CH:8]=[CH:7][CH:6]=2)[C:2](=[O:1])[N:3]1[CH2:12][CH2:13][C:14]1[N:18]([CH3:19])[N:17]=[C:16]([C:20]#[N:22])[CH:15]=1. The catalyst class is: 4.